This data is from Catalyst prediction with 721,799 reactions and 888 catalyst types from USPTO. The task is: Predict which catalyst facilitates the given reaction. (1) Reactant: [CH3:1][N:2]1[CH:6]=[CH:5][CH:4]=[N:3]1.C([Li])CCC.[C:12]([Si:16]([CH3:26])([CH3:25])[O:17][C@@H:18]1[CH2:24][CH2:23][C@@H:22]2[C@@H:20]([O:21]2)[CH2:19]1)([CH3:15])([CH3:14])[CH3:13]. Product: [Si:16]([O:17][C@H:18]1[CH2:19][C@H:20]([OH:21])[C@@H:22]([C:6]2[N:2]([CH3:1])[N:3]=[CH:4][CH:5]=2)[CH2:23][CH2:24]1)([C:12]([CH3:15])([CH3:14])[CH3:13])([CH3:26])[CH3:25]. The catalyst class is: 1. (2) Reactant: [CH3:1][O:2][C:3]([NH:5][CH2:6][CH2:7][O:8][CH:9]([C:39]1[CH:44]=[CH:43][CH:42]=[C:41]([Cl:45])[CH:40]=1)[C:10]1[CH:11]=[C:12]([CH:36]=[CH:37][CH:38]=1)[C:13]([NH:15][C@@H:16]([CH2:29][CH:30]1[CH2:35][CH2:34][O:33][CH2:32][CH2:31]1)[CH2:17][N:18](C)[C:19](=O)OCC[Si](C)(C)C)=[O:14])=[O:4].O.[F-].C([N+](CC)(CC)CC)C. Product: [Cl:45][C:41]1[CH:40]=[C:39]([C@@H:9]([C:10]2[CH:38]=[CH:37][CH:36]=[C:12]([C:13](=[O:14])[NH:15][C@@H:16]([CH2:29][CH:30]3[CH2:31][CH2:32][O:33][CH2:34][CH2:35]3)[CH2:17][NH:18][CH3:19])[CH:11]=2)[O:8][CH2:7][CH2:6][NH:5][C:3](=[O:4])[O:2][CH3:1])[CH:44]=[CH:43][CH:42]=1. The catalyst class is: 23. (3) Reactant: [F:1][C:2]1[CH:3]=[C:4]([C:9]2[CH:18]=[N:17][C:16]3[C:11](=[CH:12][C:13]([C:29]4[CH:34]=[CH:33][CH:32]=[C:31]([F:35])[CH:30]=4)=[C:14]([OH:28])[C:15]=3[C:19]([NH:21][CH2:22][C:23]([O:25]CC)=[O:24])=[O:20])[N:10]=2)[CH:5]=[CH:6][C:7]=1[F:8].[OH-].[Na+]. Product: [F:1][C:2]1[CH:3]=[C:4]([C:9]2[CH:18]=[N:17][C:16]3[C:11](=[CH:12][C:13]([C:29]4[CH:34]=[CH:33][CH:32]=[C:31]([F:35])[CH:30]=4)=[C:14]([OH:28])[C:15]=3[C:19]([NH:21][CH2:22][C:23]([OH:25])=[O:24])=[O:20])[N:10]=2)[CH:5]=[CH:6][C:7]=1[F:8]. The catalyst class is: 8. (4) Reactant: C(O[C:4](=[O:25])[CH2:5][C:6]1[N:7]([C:18]2[CH:23]=[CH:22][C:21]([F:24])=[CH:20][CH:19]=2)[CH:8]=[C:9]([C:11]2[CH:16]=[CH:15][C:14]([F:17])=[CH:13][CH:12]=2)[N:10]=1)C.Cl.[CH3:27][C:28]1[O:29][C:30]2[CH2:31][NH:32][CH2:33][CH2:34][C:35]=2[N:36]=1.CCN(C(C)C)C(C)C.O. Product: [F:24][C:21]1[CH:20]=[CH:19][C:18]([N:7]2[CH:8]=[C:9]([C:11]3[CH:12]=[CH:13][C:14]([F:17])=[CH:15][CH:16]=3)[N:10]=[C:6]2[CH2:5][C:4]([N:32]2[CH2:33][CH2:34][C:35]3[N:36]=[C:28]([CH3:27])[O:29][C:30]=3[CH2:31]2)=[O:25])=[CH:23][CH:22]=1. The catalyst class is: 37. (5) Reactant: [Cl:1][C:2]1[CH:7]=[CH:6][C:5]([C:8]2[N:9]([C:19]3[CH:24]=[CH:23][C:22]([Cl:25])=[CH:21][C:20]=3[Cl:26])[C:10]([CH3:18])=[C:11]([C:13]([O:15]CC)=O)[N:12]=2)=[CH:4][CH:3]=1.[Li+].[OH-].O=S(Cl)[Cl:31]. Product: [Cl:1][C:2]1[CH:7]=[CH:6][C:5]([C:8]2[N:9]([C:19]3[CH:24]=[CH:23][C:22]([Cl:25])=[CH:21][C:20]=3[Cl:26])[C:10]([CH3:18])=[C:11]([C:13]([Cl:31])=[O:15])[N:12]=2)=[CH:4][CH:3]=1. The catalyst class is: 90. (6) Reactant: CN(C(ON1N=NC2C=CC=NC1=2)=[N+](C)C)C.F[P-](F)(F)(F)(F)F.[CH2:25]1[C@@H:30]([NH2:31])[C:28](=[O:29])[S:27][CH2:26]1.Cl.[Cl:33][C:34]1[CH:35]=[C:36]([C:63](O)=[O:64])[CH:37]=[N:38][C:39]=1[NH:40][NH:41][C:42]([NH:44][CH:45]1[C:51]2[CH:52]=[CH:53][CH:54]=[CH:55][C:50]=2[S:49](=[O:57])(=[O:56])[N:48]([CH3:58])[C:47]2[CH:59]=[CH:60][CH:61]=[CH:62][C:46]1=2)=[S:43].CCN(C(C)C)C(C)C. Product: [Cl:33][C:34]1[CH:35]=[C:36]([C:63]([NH:31][C@@H:30]2[CH2:25][CH2:26][S:27][C:28]2=[O:29])=[O:64])[CH:37]=[N:38][C:39]=1[NH:40][NH:41][C:42]([NH:44][CH:45]1[C:51]2[CH:52]=[CH:53][CH:54]=[CH:55][C:50]=2[S:49](=[O:56])(=[O:57])[N:48]([CH3:58])[C:47]2[CH:59]=[CH:60][CH:61]=[CH:62][C:46]1=2)=[S:43]. The catalyst class is: 44. (7) Reactant: [NH2:1][C:2]1[CH:7]=[C:6]([Cl:8])[NH:5][C:4](=[O:9])[CH:3]=1.[F:10][C:11]([F:30])([F:29])[S:12](N(C1C=CC=CC=1)[S:12]([C:11]([F:30])([F:29])[F:10])(=[O:14])=[O:13])(=[O:14])=[O:13]. Product: [F:10][C:11]([F:30])([F:29])[S:12]([O:9][C:4]1[CH:3]=[C:2]([NH2:1])[CH:7]=[C:6]([Cl:8])[N:5]=1)(=[O:14])=[O:13]. The catalyst class is: 289.